Dataset: Forward reaction prediction with 1.9M reactions from USPTO patents (1976-2016). Task: Predict the product of the given reaction. (1) Given the reactants O[CH2:2][CH2:3][CH:4]1[O:9][CH2:8][CH2:7][N:6]([C:10]([O:12][C:13]([CH3:16])([CH3:15])[CH3:14])=[O:11])[CH2:5]1.N1C=CN=C1.[Br:22]C(Br)(Br)Br, predict the reaction product. The product is: [Br:22][CH2:2][CH2:3][CH:4]1[O:9][CH2:8][CH2:7][N:6]([C:10]([O:12][C:13]([CH3:16])([CH3:15])[CH3:14])=[O:11])[CH2:5]1. (2) Given the reactants [Cl:1][C:2]1[CH:8]=[C:7](I)[C:5]([NH2:6])=[C:4]([F:10])[CH:3]=1.[Cl:11][C:12]1[CH:17]=[CH:16][CH:15]=[CH:14][C:13]=1[C:18]#[CH:19].C(OCC)(=O)C, predict the reaction product. The product is: [Cl:1][C:2]1[CH:3]=[C:4]([F:10])[C:5]([NH2:6])=[C:7]([C:19]#[C:18][C:13]2[CH:14]=[CH:15][CH:16]=[CH:17][C:12]=2[Cl:11])[CH:8]=1. (3) Given the reactants [Cl:1][C:2]1[N:7]=[C:6]([C:8]2[CH:9]=[C:10]([CH:13]=[CH:14][CH:15]=2)[CH:11]=O)[CH:5]=[CH:4][N:3]=1.[C:16]([O:20][C:21]([N:23]1[CH:28]([CH3:29])[CH2:27][NH:26][CH2:25][CH:24]1[CH3:30])=[O:22])([CH3:19])([CH3:18])[CH3:17], predict the reaction product. The product is: [C:16]([O:20][C:21]([N:23]1[CH:28]([CH3:29])[CH2:27][N:26]([CH2:11][C:10]2[CH:13]=[CH:14][CH:15]=[C:8]([C:6]3[CH:5]=[CH:4][N:3]=[C:2]([Cl:1])[N:7]=3)[CH:9]=2)[CH2:25][CH:24]1[CH3:30])=[O:22])([CH3:19])([CH3:17])[CH3:18]. (4) Given the reactants [C:1]([O:5][C:6]([NH:8][CH2:9][C@H:10]1[CH2:15][CH2:14][C@H:13]([C:16]([NH:18][C@H:19]([C:37](=[O:50])[NH:38][C:39]2[CH:44]=[CH:43][C:42]([C:45]3[N:46]=[N:47][NH:48][N:49]=3)=[CH:41][CH:40]=2)[CH2:20][C:21]2[CH:26]=[CH:25][C:24]([C:27]3[CH:32]=[CH:31][C:30]([C:33](O)=[O:34])=[CH:29][C:28]=3[CH3:36])=[CH:23][CH:22]=2)=[O:17])[CH2:12][CH2:11]1)=[O:7])([CH3:4])([CH3:3])[CH3:2].[N:51]1([C:57]([O:59][C:60]([CH3:63])([CH3:62])[CH3:61])=[O:58])[CH2:56][CH2:55][NH:54][CH2:53][CH2:52]1.F[P-](F)(F)(F)(F)F.CN(C(ON1C2=NC=CC=C2N=N1)=[N+](C)C)C.C(N(CC)C(C)C)(C)C, predict the reaction product. The product is: [C:1]([O:5][C:6]([NH:8][CH2:9][C@H:10]1[CH2:15][CH2:14][C@H:13]([C:16]([NH:18][C@H:19]([C:37](=[O:50])[NH:38][C:39]2[CH:44]=[CH:43][C:42]([C:45]3[N:46]=[N:47][NH:48][N:49]=3)=[CH:41][CH:40]=2)[CH2:20][C:21]2[CH:26]=[CH:25][C:24]([C:27]3[CH:32]=[CH:31][C:30]([C:33]([N:54]4[CH2:55][CH2:56][N:51]([C:57]([O:59][C:60]([CH3:63])([CH3:62])[CH3:61])=[O:58])[CH2:52][CH2:53]4)=[O:34])=[CH:29][C:28]=3[CH3:36])=[CH:23][CH:22]=2)=[O:17])[CH2:12][CH2:11]1)=[O:7])([CH3:4])([CH3:2])[CH3:3].